This data is from Forward reaction prediction with 1.9M reactions from USPTO patents (1976-2016). The task is: Predict the product of the given reaction. (1) Given the reactants [N+:1]([C:4]1[CH:5]=[C:6]2[C:10](=[CH:11][CH:12]=1)[NH:9][N:8]=[CH:7]2)([O-:3])=[O:2].C(=O)([O-])[O-].[K+].[K+].Cl.Cl[CH2:21][CH2:22][N:23]1[CH2:28][CH2:27][CH2:26][CH2:25][CH2:24]1, predict the reaction product. The product is: [N+:1]([C:4]1[CH:12]=[CH:11][C:10]2[C:6](=[CH:7][N:8]([CH2:21][CH2:22][N:23]3[CH2:28][CH2:27][CH2:26][CH2:25][CH2:24]3)[N:9]=2)[CH:5]=1)([O-:3])=[O:2]. (2) Given the reactants [CH3:1][O:2][C:3]1[CH:4]=[C:5]2[C:10](=[CH:11][C:12]=1[O:13][CH3:14])[N:9]=[CH:8][CH:7]=[C:6]2[O:15][C:16]1[CH:22]=[CH:21][C:19]([NH2:20])=[CH:18][CH:17]=1.[C:23]1([CH3:29])[CH:28]=[CH:27][CH:26]=[CH:25][CH:24]=1.C(N(CC)CC)C.Cl[C:38](Cl)([O:40][C:41](=O)OC(Cl)(Cl)Cl)Cl.CC1C=CC(C[SH:55])=CC=1, predict the reaction product. The product is: [CH3:1][O:2][C:3]1[CH:4]=[C:5]2[C:10](=[CH:11][C:12]=1[O:13][CH3:14])[N:9]=[CH:8][CH:7]=[C:6]2[O:15][C:16]1[CH:22]=[CH:21][C:19]([NH:20][C:38](=[S:55])[O:40][CH2:41][C:26]2[CH:27]=[CH:28][C:23]([CH3:29])=[CH:24][CH:25]=2)=[CH:18][CH:17]=1. (3) Given the reactants [Br:1][C:2]1[CH:3]=[C:4]2[C:9](=[CH:10][CH:11]=1)[C:8](=[O:12])[NH:7][C:6](=[O:13])/[C:5]/2=[CH:14]/OC.[N:17]1([C:22]2[CH:27]=[CH:26][C:25]([NH2:28])=[CH:24][CH:23]=2)[CH:21]=[CH:20][N:19]=[CH:18]1.C(N(CC)CC)C, predict the reaction product. The product is: [Br:1][C:2]1[CH:3]=[C:4]2[C:9](=[CH:10][CH:11]=1)[C:8](=[O:12])[NH:7][C:6](=[O:13])/[C:5]/2=[CH:14]\[NH:28][C:25]1[CH:24]=[CH:23][C:22]([N:17]2[CH:21]=[CH:20][N:19]=[CH:18]2)=[CH:27][CH:26]=1.